Dataset: Full USPTO retrosynthesis dataset with 1.9M reactions from patents (1976-2016). Task: Predict the reactants needed to synthesize the given product. (1) Given the product [F:1][C:2]1[CH:3]=[C:4]([CH:32]=[CH:33][C:34]=1[F:35])[CH2:5][C:6]1([CH:29]([OH:31])[CH3:30])[CH2:11][CH2:10][CH2:9][N:8]2[C:12]([C:15]3[CH:20]=[CH:19][C:18]([C:21]4[O:25][C:24]([CH3:26])=[N:23][CH:22]=4)=[C:17]([O:27][CH3:28])[CH:16]=3)=[N:13][N:14]=[C:7]12, predict the reactants needed to synthesize it. The reactants are: [F:1][C:2]1[CH:3]=[C:4]([CH:32]=[CH:33][C:34]=1[F:35])[CH2:5][C:6]1([C:29](=[O:31])[CH3:30])[CH2:11][CH2:10][CH2:9][N:8]2[C:12]([C:15]3[CH:20]=[CH:19][C:18]([C:21]4[O:25][C:24]([CH3:26])=[N:23][CH:22]=4)=[C:17]([O:27][CH3:28])[CH:16]=3)=[N:13][N:14]=[C:7]12.[H-].[Al+3].[Li+].[H-].[H-].[H-].O.O.O.O.O.O.O.O.O.O.S([O-])([O-])(=O)=O.[Na+].[Na+]. (2) Given the product [CH:25]([O:24][C:18]1[C:19]([CH3:23])=[CH:20][CH:21]=[CH:22][C:17]=1[C:16]([NH:15][C:6]1([C:4]([OH:5])=[O:3])[CH2:14][C:13]2[C:8](=[CH:9][CH:10]=[CH:11][CH:12]=2)[CH2:7]1)=[O:28])([CH3:27])[CH3:26], predict the reactants needed to synthesize it. The reactants are: C([O:3][C:4]([C:6]1([NH:15][C:16](=[O:28])[C:17]2[CH:22]=[CH:21][CH:20]=[C:19]([CH3:23])[C:18]=2[O:24][CH:25]([CH3:27])[CH3:26])[CH2:14][C:13]2[C:8](=[CH:9][CH:10]=[CH:11][CH:12]=2)[CH2:7]1)=[O:5])C.[OH-].[K+].O.